Task: Regression. Given a peptide amino acid sequence and an MHC pseudo amino acid sequence, predict their binding affinity value. This is MHC class I binding data.. Dataset: Peptide-MHC class I binding affinity with 185,985 pairs from IEDB/IMGT (1) The peptide sequence is LVAPHMAMM. The MHC is HLA-B08:01 with pseudo-sequence HLA-B08:01. The binding affinity (normalized) is 0.0847. (2) The peptide sequence is YLDMVLAFL. The MHC is HLA-A01:01 with pseudo-sequence HLA-A01:01. The binding affinity (normalized) is 0.0847.